This data is from Forward reaction prediction with 1.9M reactions from USPTO patents (1976-2016). The task is: Predict the product of the given reaction. (1) Given the reactants [CH3:1][N+:2](CC([O-])=O)(C)C.O[CH:10]([CH2:16][C:17](=[O:19])[O-:18])[CH2:11][N+](C)(C)C.OCC[N+](C)(C)C.P(OC[C@H]1[O:45][C@@H:44]([N:46]2C3N=CN=C(N)C=3N=C2)[C@H:43](O)[C@@H]1O)(OP(OP(O)(O)=O)(O)=O)(=O)O, predict the reaction product. The product is: [C:44]([NH:46][C@H:16]([C:17]([OH:18])=[O:19])[CH2:10][CH2:11][CH2:1][NH2:2])(=[O:45])[CH3:43]. (2) Given the reactants [CH3:1][C:2]1([CH3:10])[CH2:8][CH2:7][C:6](=[O:9])[O:5][C:3]1=[O:4].[F:11][C:12]1[CH:17]=[CH:16][C:15]([C@@H:18]([NH2:20])[CH3:19])=[CH:14][CH:13]=1.Cl.C(OCC)(=O)C, predict the reaction product. The product is: [F:11][C:12]1[CH:17]=[CH:16][C:15]([C@@H:18]([NH:20][C:6]([CH2:7][CH2:8][C:2]([CH3:10])([CH3:1])[C:3]([OH:5])=[O:4])=[O:9])[CH3:19])=[CH:14][CH:13]=1. (3) Given the reactants [CH3:1][O:2][C:3]1[CH:8]=[CH:7][C:6]([CH2:9][CH:10]([NH:14][CH:15]=O)[CH:11]([CH3:13])[CH3:12])=[CH:5][C:4]=1[O:17][CH2:18][CH2:19][CH2:20][O:21][CH3:22].O=P(Cl)(Cl)Cl, predict the reaction product. The product is: [CH3:1][O:2][C:3]1[CH:8]=[C:7]2[C:6]([CH2:9][CH:10]([CH:11]([CH3:13])[CH3:12])[N:14]=[CH:15]2)=[CH:5][C:4]=1[O:17][CH2:18][CH2:19][CH2:20][O:21][CH3:22]. (4) The product is: [CH3:2][O:3][C:4]1[CH:5]=[C:6]2[C:11](=[C:12]([N:14]3[CH2:15][CH2:16][N:17]([CH3:20])[CH2:18][CH2:19]3)[CH:13]=1)[O:10][CH:9]([C:21]([NH:55][C:56]1[CH:57]=[CH:58][C:59]([N:62]3[CH2:66][CH2:65][O:64][C:63]3=[O:67])=[CH:60][CH:61]=1)=[O:22])[CH2:8][CH2:7]2. Given the reactants Cl.[CH3:2][O:3][C:4]1[CH:5]=[C:6]2[C:11](=[C:12]([N:14]3[CH2:19][CH2:18][N:17]([CH3:20])[CH2:16][CH2:15]3)[CH:13]=1)[O:10][CH:9]([C:21](O)=[O:22])[CH2:8][CH2:7]2.C(N(CC)C(C)C)(C)C.CN(C(ON1N=NC2C=CC=CC1=2)=[N+](C)C)C.[B-](F)(F)(F)F.[NH2:55][C:56]1[CH:61]=[CH:60][C:59]([N:62]2[CH2:66][CH2:65][O:64][C:63]2=[O:67])=[CH:58][CH:57]=1, predict the reaction product. (5) Given the reactants I[CH3:2].[Br:3][C:4]1[CH:5]=[CH:6][C:7]2[C:8]3[C:9](=[C:14]([C:17]4[O:21][N:20]=[C:19]([C:22]5[CH:27]=[CH:26][CH:25]=[CH:24][CH:23]=5)[C:18]=4[C:28]([F:31])([F:30])[F:29])[O:15][N:16]=3)[CH2:10][NH:11][C:12]=2[CH:13]=1.[H-].[Na+], predict the reaction product. The product is: [Br:3][C:4]1[CH:5]=[CH:6][C:7]2[C:8]3[C:9](=[C:14]([C:17]4[O:21][N:20]=[C:19]([C:22]5[CH:27]=[CH:26][CH:25]=[CH:24][CH:23]=5)[C:18]=4[C:28]([F:31])([F:29])[F:30])[O:15][N:16]=3)[CH2:10][N:11]([CH3:2])[C:12]=2[CH:13]=1. (6) Given the reactants Cl[C:2]1[CH:3]=C(C=C[CH:25]=1)OC1CN([C@@H](CC2CCCCC2)C(O)=O)C(=O)C=1.Cl.[CH3:27]N(C)CCCN=C=NCC.C(N(CC)C(C)C)(C)C.ON1C2C=CC=CC=2N=N1.Cl.[OH:58][C@@H:59]([CH2:89]O)[CH2:60][N:61]1[CH:65]=[CH:64][C:63]([NH:66][C:67](=[O:88])[C@@H:68]([N:73]2[CH2:77][C:76]([O:78][C:79]3[CH:84]=[CH:83][CH:82]=[C:81]([Cl:85])[C:80]=3Cl)=[CH:75][C:74]2=[O:87])[CH2:69][CH:70]([CH3:72])[CH3:71])=[N:62]1, predict the reaction product. The product is: [Cl:85][C:81]1[CH:80]=[C:79]([CH:84]=[CH:83][CH:82]=1)[O:78][C:76]1[CH2:77][N:73]([C@@H:68]([CH2:69][CH:70]2[CH2:71][CH2:3][CH2:2][CH2:25][CH2:72]2)[C:67]([NH:66][C:63]2[CH:64]=[CH:65][N:61]([CH2:60][C:59]([OH:58])([CH3:27])[CH3:89])[N:62]=2)=[O:88])[C:74](=[O:87])[CH:75]=1. (7) Given the reactants [Cl:1][C:2]1[N:3]=[C:4]([N:14]2[CH2:19][CH2:18][O:17][CH2:16][CH2:15]2)[C:5]2[N:11]=[C:10]([CH:12]=[O:13])[CH:9]=[CH:8][C:6]=2[N:7]=1.[OH:20]OS([O-])=O.[K+], predict the reaction product. The product is: [Cl:1][C:2]1[N:3]=[C:4]([N:14]2[CH2:15][CH2:16][O:17][CH2:18][CH2:19]2)[C:5]2[N:11]=[C:10]([C:12]([OH:20])=[O:13])[CH:9]=[CH:8][C:6]=2[N:7]=1.